Dataset: Forward reaction prediction with 1.9M reactions from USPTO patents (1976-2016). Task: Predict the product of the given reaction. (1) Given the reactants [NH:1]1[C:9]2[C:4](=[CH:5][CH:6]=[CH:7][CH:8]=2)[C:3]([C:10]([OH:12])=O)=[N:2]1.[NH2:13][C:14]1[CH:19]=[CH:18][C:17]([C:20]([N:22]2[CH2:27][CH2:26][CH2:25][CH2:24][CH2:23]2)=[O:21])=[CH:16][CH:15]=1.C1N(P(Cl)(N2C(=O)OCC2)=O)C(=O)OC1.O, predict the reaction product. The product is: [N:22]1([C:20]([C:17]2[CH:16]=[CH:15][C:14]([NH:13][C:10]([C:3]3[C:4]4[C:9](=[CH:8][CH:7]=[CH:6][CH:5]=4)[NH:1][N:2]=3)=[O:12])=[CH:19][CH:18]=2)=[O:21])[CH2:27][CH2:26][CH2:25][CH2:24][CH2:23]1. (2) The product is: [C:3]([O:7][C:8]([NH:10][C@H:11]([C:22]([OH:24])=[O:23])[CH2:12][C:13]1[C:21]2[C:16](=[CH:17][CH:18]=[CH:19][CH:20]=2)[N:15]([CH2:26][CH2:27][CH2:28][CH3:29])[CH:14]=1)=[O:9])([CH3:6])([CH3:4])[CH3:5]. Given the reactants [OH-].[Na+].[C:3]([O:7][C:8]([NH:10][C@H:11]([C:22]([OH:24])=[O:23])[CH2:12][C:13]1[C:21]2[C:16](=[CH:17][CH:18]=[CH:19][CH:20]=2)[NH:15][CH:14]=1)=[O:9])([CH3:6])([CH3:5])[CH3:4].I[CH2:26][CH2:27][CH2:28][CH3:29], predict the reaction product. (3) Given the reactants [CH2:1]([C:3]1[C:4]([C:33]2[CH:38]=[CH:37][CH:36]=[CH:35][CH:34]=2)=[C:5]([O:15][C:16]2[CH:21]=[CH:20][C:19](/[CH:22]=[CH:23]/[C:24]([N:26]3[CH2:31][CH2:30][N:29]([CH3:32])[CH2:28][CH2:27]3)=[O:25])=[CH:18][CH:17]=2)[C:6]2[C:11]([CH:12]=1)=[CH:10][C:9]([O:13]C)=[CH:8][CH:7]=2)[CH3:2].B(Br)(Br)Br.C([O-])(O)=O.[Na+], predict the reaction product. The product is: [CH2:1]([C:3]1[CH:12]=[C:11]2[C:6]([CH:7]=[CH:8][C:9]([OH:13])=[CH:10]2)=[C:5]([O:15][C:16]2[CH:17]=[CH:18][C:19](/[CH:22]=[CH:23]/[C:24]([N:26]3[CH2:31][CH2:30][N:29]([CH3:32])[CH2:28][CH2:27]3)=[O:25])=[CH:20][CH:21]=2)[C:4]=1[C:33]1[CH:38]=[CH:37][CH:36]=[CH:35][CH:34]=1)[CH3:2]. (4) Given the reactants C[Al](C)C.[N:5]1[CH:10]=[CH:9][CH:8]=[C:7]([CH2:11][NH2:12])[CH:6]=1.C([N:16]1[C:24]2[C:19](=[C:20]([NH:26][C:27]3[C:35]4[C:30](=[CH:31][N:32]=[CH:33][CH:34]=4)[O:29][C:28]=3[C:36](OCC)=[O:37])[CH:21]=[CH:22][C:23]=2[Cl:25])[CH:18]=[N:17]1)(=O)C, predict the reaction product. The product is: [Cl:25][C:23]1[CH:22]=[CH:21][C:20]([NH:26][C:27]2[C:35]3[C:30](=[CH:31][N:32]=[CH:33][CH:34]=3)[O:29][C:28]=2[C:36]([NH:12][CH2:11][C:7]2[CH:6]=[N:5][CH:10]=[CH:9][CH:8]=2)=[O:37])=[C:19]2[C:24]=1[NH:16][N:17]=[CH:18]2. (5) Given the reactants [Cl:1][C:2]1[CH:7]=[CH:6][C:5]([CH:8]2[C:12]3[N:13]([CH3:19])[N:14]=[C:15]([CH:16]4[CH2:18][CH2:17]4)[C:11]=3[C:10](=[O:20])[N:9]2[C:21]2[CH:22]=[C:23]([CH3:31])[C:24]3[N:28]=[N:27]N(C)C=3C=2)=[CH:4][CH:3]=1.BrC1C=C(C)[C:36]2N([C:39]([CH3:42])=[N:40][N:41]=2)C=1, predict the reaction product. The product is: [Cl:1][C:2]1[CH:7]=[CH:6][C:5]([CH:8]2[C:12]3[N:13]([C:19]4[N:41]([CH3:36])[N:40]=[CH:39][CH:42]=4)[N:14]=[C:15]([CH:16]4[CH2:17][CH2:18]4)[C:11]=3[C:10](=[O:20])[N:9]2[C:21]2[CH:22]=[C:23]([CH3:31])[C:24]3[N:9]([C:8]([CH3:5])=[N:27][N:28]=3)[CH:10]=2)=[CH:4][CH:3]=1. (6) Given the reactants [F:1][C:2]([F:26])([F:25])[C:3]1[CH:8]=[CH:7][C:6]([C:9]2[C:17]3[CH2:16][CH2:15][CH:14]([NH:18][S:19]([CH:22]4[CH2:24][CH2:23]4)(=[O:21])=[O:20])[C:13]=3[CH:12]=[N:11][CH:10]=2)=[CH:5][CH:4]=1.C(S(Cl)(=O)=O)CC, predict the reaction product. The product is: [F:26][C:2]([F:1])([F:25])[C:3]1[CH:8]=[CH:7][C:6]([C:9]2[C:17]3[CH2:16][CH2:15][CH:14]([NH:18][S:19]([CH2:22][CH2:23][CH3:24])(=[O:21])=[O:20])[C:13]=3[CH:12]=[N:11][CH:10]=2)=[CH:5][CH:4]=1.